Dataset: Reaction yield outcomes from USPTO patents with 853,638 reactions. Task: Predict the reaction yield, written as a fraction of the theoretical maximum amount of product (1.0 means a 100% yield; for example, 0.34 means a 34% yield). (1) The reactants are [NH2:1][C:2]1[CH:7]=[CH:6][C:5]([C@@H:8]2[CH2:10][C@H:9]2[C:11]([OH:13])=[O:12])=[CH:4][CH:3]=1.[F:14][C:15]([F:30])([F:29])[C:16]1[CH:21]=[CH:20][C:19]([C:22]2[S:26][C:25]([CH:27]=O)=[CH:24][CH:23]=2)=[CH:18][CH:17]=1.C(O[BH-](OC(=O)C)OC(=O)C)(=O)C.[Na+].[OH2:45]. The catalyst is ClC(Cl)C. The product is [F:14][C:15]([F:30])([F:29])[C:16]([OH:12])=[O:45].[F:30][C:15]([F:14])([F:29])[C:16]1[CH:17]=[CH:18][C:19]([C:22]2[S:26][C:25]([CH2:27][NH:1][C:2]3[CH:3]=[CH:4][C:5]([C@@H:8]4[CH2:10][C@H:9]4[C:11]([OH:13])=[O:12])=[CH:6][CH:7]=3)=[CH:24][CH:23]=2)=[CH:20][CH:21]=1. The yield is 0.150. (2) The reactants are [F:1][C:2]1[CH:7]=[CH:6][C:5]([F:8])=[CH:4][C:3]=1[N:9]1[CH2:14][CH2:13][NH:12][CH2:11][CH2:10]1.Cl[CH2:16][C@@H:17]([N:19]1[C:28](=[O:29])[CH2:27][C:22]2([CH2:26][CH2:25][CH2:24][CH2:23]2)[CH2:21][C:20]1=[O:30])[CH3:18]. No catalyst specified. The product is [F:1][C:2]1[CH:7]=[CH:6][C:5]([F:8])=[CH:4][C:3]=1[N:9]1[CH2:10][CH2:11][N:12]([CH2:18][C@@H:17]([N:19]2[C:28](=[O:29])[CH2:27][C:22]3([CH2:26][CH2:25][CH2:24][CH2:23]3)[CH2:21][C:20]2=[O:30])[CH3:16])[CH2:13][CH2:14]1. The yield is 0.320. (3) The yield is 0.300. The catalyst is C(Cl)Cl. The product is [CH2:100]([N:66]1[C:67]([CH3:99])=[CH:68][C:69]([O:70][CH2:71][C:72]2[CH:98]=[CH:97][CH:96]=[CH:95][C:73]=2[CH2:74][NH:75][C:76]([NH:78][C:79]2[N:83]([C:84]3[CH:89]=[CH:88][CH:87]=[C:86]([F:90])[CH:85]=3)[N:82]=[C:81]([C:91]([CH3:93])([CH3:94])[CH3:92])[CH:80]=2)=[O:77])=[C:64]([Br:63])[C:65]1=[O:109])[C:101]1[CH:106]=[CH:105][CH:104]=[CH:103][CH:102]=1. The reactants are NCC1C=CC=CC=1COC1C=C(C)N(CC2C=CC=CC=2)C(=O)C=1Br.C(N(CC)CC)C.C(C1C=C(NC(=O)OC2C=CC([N+]([O-])=O)=CC=2)N(C2C=CC=C(F)C=2)N=1)(C)(C)C.[Br:63][C:64]1[C:65](=[O:109])[N:66]([CH2:100][C:101]2[CH:106]=[CH:105][C:104](OC)=[CH:103][CH:102]=2)[C:67]([CH3:99])=[CH:68][C:69]=1[O:70][CH2:71][C:72]1[CH:98]=[CH:97][CH:96]=[CH:95][C:73]=1[CH2:74][NH:75][C:76]([NH:78][C:79]1[N:83]([C:84]2[CH:89]=[CH:88][CH:87]=[C:86]([F:90])[CH:85]=2)[N:82]=[C:81]([C:91]([CH3:94])([CH3:93])[CH3:92])[CH:80]=1)=[O:77].